From a dataset of Reaction yield outcomes from USPTO patents with 853,638 reactions. Predict the reaction yield, written as a fraction of the theoretical maximum amount of product (1.0 means a 100% yield; for example, 0.34 means a 34% yield). (1) The reactants are C(=O)(OCC)[O:2][C:3]1[CH:8]=[C:7]([N+:9]([O-:11])=[O:10])[C:6]([CH3:12])=[CH:5][C:4]=1[CH:13]1[CH:20]2[CH2:21][CH:16]3[CH2:17][CH:18]([CH2:22][CH:14]1[CH2:15]3)[CH2:19]2.N1CCCCC1. The catalyst is C(Cl)Cl. The product is [CH:14]12[CH2:15][CH:16]3[CH2:17][CH:18]([CH2:19][CH:20]([CH2:21]3)[CH:13]1[C:4]1[CH:5]=[C:6]([CH3:12])[C:7]([N+:9]([O-:11])=[O:10])=[CH:8][C:3]=1[OH:2])[CH2:22]2. The yield is 0.770. (2) The reactants are Cl[CH2:2][CH2:3][CH2:4][C:5]([NH:7][C@@H:8]([C:10]1[N:11]([CH3:22])[CH:12]=[C:13]([C:15]2[CH:20]=[CH:19][C:18]([I:21])=[CH:17][CH:16]=2)[N:14]=1)[CH3:9])=[O:6].C1COCC1.CC(C)([O-])C.[K+].CCOC(C)=O. The catalyst is O. The product is [I:21][C:18]1[CH:19]=[CH:20][C:15]([C:13]2[N:14]=[C:10]([C@H:8]([N:7]3[CH2:2][CH2:3][CH2:4][C:5]3=[O:6])[CH3:9])[N:11]([CH3:22])[CH:12]=2)=[CH:16][CH:17]=1. The yield is 0.860. (3) The reactants are [Br:1][C:2]1[CH:7]=[CH:6][C:5]([OH:8])=[CH:4][CH:3]=1.C(=O)([O-])[O-].[K+].[K+].Cl[C:16]1[C:21]([CH3:22])=[CH:20][C:19]([N+:23]([O-:25])=[O:24])=[C:18]([CH3:26])[CH:17]=1.O. The catalyst is CN(C)C=O. The product is [Br:1][C:2]1[CH:7]=[CH:6][C:5]([O:8][C:16]2[C:21]([CH3:22])=[CH:20][C:19]([N+:23]([O-:25])=[O:24])=[C:18]([CH3:26])[CH:17]=2)=[CH:4][CH:3]=1. The yield is 0.688. (4) The reactants are F[C:2]1[CH:9]=[CH:8][C:5]([CH:6]=[O:7])=[CH:4][CH:3]=1.C(=O)([O-])[O-].[K+].[K+].[N:16]1([C:22](=[O:24])[CH3:23])[CH2:21][CH2:20][NH:19][CH2:18][CH2:17]1. The catalyst is CN(C)C=O.CCOC(C)=O. The product is [C:22]([N:16]1[CH2:21][CH2:20][N:19]([C:2]2[CH:9]=[CH:8][C:5]([CH:6]=[O:7])=[CH:4][CH:3]=2)[CH2:18][CH2:17]1)(=[O:24])[CH3:23]. The yield is 0.640. (5) The catalyst is FC(F)(F)C(O)=O. The product is [Br:24][C:6]1[CH:7]=[C:2]([F:1])[CH:3]=[C:4]([N+:9]([O-:11])=[O:10])[C:5]=1[CH3:8]. The yield is 1.00. The reactants are [F:1][C:2]1[CH:7]=[CH:6][C:5]([CH3:8])=[C:4]([N+:9]([O-:11])=[O:10])[CH:3]=1.S(=O)(=O)(O)O.C1C(=O)N([Br:24])C(=O)C1.O. (6) The reactants are [F:1][C:2]([F:16])([F:15])[C:3]1[CH:14]=[CH:13][C:6]([CH2:7][CH:8]([C:11]#[N:12])[C:9]#[N:10])=[CH:5][CH:4]=1.[H-].[Na+].I[CH2:20][CH2:21][CH2:22][C:23]([F:26])([F:25])[F:24]. The catalyst is CN(C)C=O. The product is [F:24][C:23]([F:26])([F:25])[CH2:22][CH2:21][CH2:20][C:8]([CH2:7][C:6]1[CH:5]=[CH:4][C:3]([C:2]([F:15])([F:16])[F:1])=[CH:14][CH:13]=1)([C:11]#[N:12])[C:9]#[N:10]. The yield is 0.300. (7) No catalyst specified. The yield is 0.830. The reactants are [BH4-].[Na+].B(F)(F)F.CCOCC.[H][H].[N+:14]([C:17]1[CH:18]=[C:19]([CH:28]=[CH:29][C:30]=1[N+:31]([O-:33])=[O:32])[C:20]([N:22]1[CH2:27][CH2:26][O:25][CH2:24][CH2:23]1)=O)([O-:16])=[O:15]. The product is [N+:14]([C:17]1[CH:18]=[C:19]([CH:28]=[CH:29][C:30]=1[N+:31]([O-:33])=[O:32])[CH2:20][N:22]1[CH2:27][CH2:26][O:25][CH2:24][CH2:23]1)([O-:16])=[O:15].